From a dataset of Forward reaction prediction with 1.9M reactions from USPTO patents (1976-2016). Predict the product of the given reaction. (1) Given the reactants [CH3:1][O:2][C:3]1[CH:20]=[CH:19][CH:18]=[CH:17][C:4]=1[C:5]([S:7][C:8]1[CH:16]=[CH:15][CH:14]=[CH:13][C:9]=1[C:10](O)=[O:11])=O.C([N:23](CC)CC)C.ClC(OCC)=O.[N-]=[N+]=[N-].[Na+].C(P(CCCC)CCCC)CCC, predict the reaction product. The product is: [CH3:1][O:2][C:3]1[CH:20]=[CH:19][CH:18]=[CH:17][C:4]=1[C:5]1[S:7][C:8]2[CH:16]=[CH:15][CH:14]=[CH:13][C:9]=2[C:10](=[O:11])[N:23]=1. (2) The product is: [F:1][C:2]1[CH:7]=[CH:6][C:5](/[CH:8]=[CH:9]/[C:10]2[CH:11]=[CH:12][C:13]([S:16]([C:19]3[N:27]=[CH:26][CH:25]=[CH:24][C:20]=3[C:21]([O:23][CH3:28])=[O:22])(=[O:17])=[O:18])=[CH:14][CH:15]=2)=[CH:4][CH:3]=1. Given the reactants [F:1][C:2]1[CH:7]=[CH:6][C:5](/[CH:8]=[CH:9]/[C:10]2[CH:15]=[CH:14][C:13]([S:16]([C:19]3[N:27]=[CH:26][CH:25]=[CH:24][C:20]=3[C:21]([OH:23])=[O:22])(=[O:18])=[O:17])=[CH:12][CH:11]=2)=[CH:4][CH:3]=1.[C:28](N1C=CN=C1)(N1C=CN=C1)=O.O, predict the reaction product.